This data is from Full USPTO retrosynthesis dataset with 1.9M reactions from patents (1976-2016). The task is: Predict the reactants needed to synthesize the given product. (1) Given the product [C:1]([C:5]1[CH:21]=[CH:20][C:8]([CH2:9][CH:10]2[N:16]([C:31]([NH:30][C:24]3[CH:25]=[CH:26][C:27]([F:29])=[CH:28][C:23]=3[F:22])=[O:32])[CH2:15][CH2:14][CH2:13][N:12]3[CH:17]=[CH:18][CH:19]=[C:11]23)=[CH:7][CH:6]=1)([CH3:4])([CH3:2])[CH3:3], predict the reactants needed to synthesize it. The reactants are: [C:1]([C:5]1[CH:21]=[CH:20][C:8]([CH2:9][CH:10]2[NH:16][CH2:15][CH2:14][CH2:13][N:12]3[CH:17]=[CH:18][CH:19]=[C:11]23)=[CH:7][CH:6]=1)([CH3:4])([CH3:3])[CH3:2].[F:22][C:23]1[CH:28]=[C:27]([F:29])[CH:26]=[CH:25][C:24]=1[N:30]=[C:31]=[O:32]. (2) Given the product [NH2:1][C:2]1[N:7]=[CH:6][N:5]=[C:4]2[N:8]([CH:12]([C:14]3[C:19]([C:20]4[CH:25]=[CH:24][CH:23]=[CH:22][CH:21]=4)=[N:18][N:17]([CH2:26][C:27]4[CH:32]=[CH:31][CH:30]=[CH:29][CH:28]=4)[C:16](=[O:33])[CH:15]=3)[CH3:13])[N:9]=[C:10]([C:37]3[CH:38]=[C:39]([OH:41])[CH:40]=[C:35]([F:34])[CH:36]=3)[C:3]=12, predict the reactants needed to synthesize it. The reactants are: [NH2:1][C:2]1[N:7]=[CH:6][N:5]=[C:4]2[N:8]([CH:12]([C:14]3[C:19]([C:20]4[CH:25]=[CH:24][CH:23]=[CH:22][CH:21]=4)=[N:18][N:17]([CH2:26][C:27]4[CH:32]=[CH:31][CH:30]=[CH:29][CH:28]=4)[C:16](=[O:33])[CH:15]=3)[CH3:13])[N:9]=[C:10](I)[C:3]=12.[F:34][C:35]1[CH:36]=[C:37](B(O)O)[CH:38]=[C:39]([OH:41])[CH:40]=1. (3) Given the product [CH3:25][N:26]([CH3:45])[CH2:27][CH2:28][O:29][C:30]1[CH:35]=[CH:34][C:33]([C:2]2[C:10]3[C:5](=[CH:6][CH:7]=[C:8]([NH:11][C:12](=[O:24])[CH:13]([N:19]4[CH2:23][CH2:22][CH2:21][CH2:20]4)[C:14]4[CH:18]=[CH:17][S:16][CH:15]=4)[CH:9]=3)[NH:4][N:3]=2)=[CH:32][CH:31]=1, predict the reactants needed to synthesize it. The reactants are: I[C:2]1[C:10]2[C:5](=[CH:6][CH:7]=[C:8]([NH:11][C:12](=[O:24])[CH:13]([N:19]3[CH2:23][CH2:22][CH2:21][CH2:20]3)[C:14]3[CH:18]=[CH:17][S:16][CH:15]=3)[CH:9]=2)[NH:4][N:3]=1.[CH3:25][N:26]([CH3:45])[CH2:27][CH2:28][O:29][C:30]1[CH:35]=[CH:34][C:33](B2OC(C)(C)C(C)(C)O2)=[CH:32][CH:31]=1.C([O-])([O-])=O.[Na+].[Na+]. (4) Given the product [CH3:41][O:40][C:38](=[O:39])[CH2:37][O:1][C:2]1[CH:3]=[CH:4][C:5]([N:8]([CH:9]2[CH2:10][CH2:11][N:12]([C@H:15]([CH3:29])[CH2:16][CH2:17][NH:18][C:19]([C:21]3[C:26]([CH3:27])=[N:25][CH:24]=[N:23][C:22]=3[CH3:28])=[O:20])[CH2:13][CH2:14]2)[CH2:30][C:31]2[CH:35]=[CH:34][S:33][CH:32]=2)=[CH:6][CH:7]=1, predict the reactants needed to synthesize it. The reactants are: [OH:1][C:2]1[CH:7]=[CH:6][C:5]([N:8]([CH2:30][C:31]2[CH:35]=[CH:34][S:33][CH:32]=2)[CH:9]2[CH2:14][CH2:13][N:12]([C@H:15]([CH3:29])[CH2:16][CH2:17][NH:18][C:19]([C:21]3[C:22]([CH3:28])=[N:23][CH:24]=[N:25][C:26]=3[CH3:27])=[O:20])[CH2:11][CH2:10]2)=[CH:4][CH:3]=1.Br[CH2:37][C:38]([O:40][CH3:41])=[O:39].C([O-])([O-])=O.[K+].[K+]. (5) Given the product [CH3:17][O:16][C:4]1[N:3]=[C:2]([NH:18][C:19]2[CH:26]=[CH:25][C:22]([C:23]#[N:24])=[C:21]([C:27]([F:28])([F:29])[F:30])[CH:20]=2)[N:6]([CH2:7][C:8]2[CH:13]=[CH:12][C:11]([O:14][CH3:15])=[CH:10][CH:9]=2)[N:5]=1, predict the reactants needed to synthesize it. The reactants are: Br[C:2]1[N:6]([CH2:7][C:8]2[CH:13]=[CH:12][C:11]([O:14][CH3:15])=[CH:10][CH:9]=2)[N:5]=[C:4]([O:16][CH3:17])[N:3]=1.[NH2:18][C:19]1[CH:26]=[CH:25][C:22]([C:23]#[N:24])=[C:21]([C:27]([F:30])([F:29])[F:28])[CH:20]=1.CC([O-])(C)C.[Na+]. (6) Given the product [C:1]([NH:4][C@@H:5]1[CH2:9][CH2:8][N:7]([C:10]2[CH:11]=[CH:12][C:13]([C:14]([NH:16][C:17]3[CH:18]=[C:19]([C:31]4[CH:32]=[CH:33][C:34]([F:37])=[CH:35][CH:36]=4)[CH:20]=[CH:21][C:22]=3[NH2:23])=[O:15])=[CH:38][CH:39]=2)[CH2:6]1)(=[O:3])[CH3:2], predict the reactants needed to synthesize it. The reactants are: [C:1]([NH:4][C@@H:5]1[CH2:9][CH2:8][N:7]([C:10]2[CH:39]=[CH:38][C:13]([C:14]([NH:16][C:17]3[CH:18]=[C:19]([C:31]4[CH:36]=[CH:35][C:34]([F:37])=[CH:33][CH:32]=4)[CH:20]=[CH:21][C:22]=3[NH:23]C(=O)OC(C)(C)C)=[O:15])=[CH:12][CH:11]=2)[CH2:6]1)(=[O:3])[CH3:2].Cl.